Predict the reactants needed to synthesize the given product. From a dataset of Full USPTO retrosynthesis dataset with 1.9M reactions from patents (1976-2016). (1) Given the product [ClH:13].[NH2:89][CH2:90][C:91]([N:93]1[CH2:98][CH2:97][N:96]([C:99](=[O:117])[C:100]2[CH:105]=[CH:104][C:103](/[CH:106]=[CH:107]/[C:108]3[C:2]4[C:1](=[CH:6][CH:5]=[CH:4][CH:3]=4)[NH:12][N:109]=3)=[CH:102][CH:101]=2)[CH2:95][CH2:94]1)=[O:92], predict the reactants needed to synthesize it. The reactants are: [C:1]1([NH2:12])[C:6](F)=[C:5](F)[C:4](F)=[C:3](N)[C:2]=1F.[ClH:13].Cl.N1C2C(=CC=CC=2)C(/C=C/C2C=CC(C(N3CCNCC3)=O)=CC=2)=N1.C(OC(NCC(O)=O)=O)(C)(C)C.O.ON1C2C=CC=CC=2N=N1.Cl.C(N=C=NCCCN(C)C)C.CN1CCOCC1.C(OC([NH:89][CH2:90][C:91]([N:93]1[CH2:98][CH2:97][N:96]([C:99](=[O:117])[C:100]2[CH:105]=[CH:104][C:103](/[CH:106]=[CH:107]/[C:108]3C4C(=CC=CC=4)N[N:109]=3)=[CH:102][CH:101]=2)[CH2:95][CH2:94]1)=[O:92])=O)(C)(C)C.Cl.CO. (2) Given the product [NH2:8][C:9]1[CH:26]=[CH:25][C:24]([O:27][C:28]([F:31])([F:29])[F:30])=[CH:23][C:10]=1[C:11]([NH:13][CH2:14][C:15]([NH:17][C@@H:18]1[CH2:22][CH2:21][N:20]([CH2:48][C:45]2[C:42]3[C:41](=[CH:40][C:39]([CH3:38])=[CH:44][CH:43]=3)[NH:47][CH:46]=2)[CH2:19]1)=[O:16])=[O:12], predict the reactants needed to synthesize it. The reactants are: C(O)C.[N+]([O-])(O)=O.[NH2:8][C:9]1[CH:26]=[CH:25][C:24]([O:27][C:28]([F:31])([F:30])[F:29])=[CH:23][C:10]=1[C:11]([NH:13][CH2:14][C:15]([NH:17][C@@H:18]1[CH2:22][CH2:21][NH:20][CH2:19]1)=[O:16])=[O:12].C(=O)([O-])[O-].[K+].[K+].[CH3:38][C:39]1[CH:44]=[CH:43][C:42]2[C:45]([CH2:48]N(C)C)=[CH:46][NH:47][C:41]=2[CH:40]=1. (3) The reactants are: [CH2:1]([N:3]1[C:11]2[CH:10]=[CH:9][N:8]=[CH:7][C:6]=2[N:5]=[C:4]1[C:12]1[C:13]([NH2:18])=[N:14][CH:15]=[CH:16][N:17]=1)[CH3:2].[Br:19]N1C(=O)CCC1=O.S([O-])([O-])=O.[Na+].[Na+]. Given the product [Br:19][C:16]1[N:17]=[C:12]([C:4]2[N:3]([CH2:1][CH3:2])[C:11]3[CH:10]=[CH:9][N:8]=[CH:7][C:6]=3[N:5]=2)[C:13]([NH2:18])=[N:14][CH:15]=1, predict the reactants needed to synthesize it.